From a dataset of Forward reaction prediction with 1.9M reactions from USPTO patents (1976-2016). Predict the product of the given reaction. (1) Given the reactants [CH:1](=O)[CH2:2][CH:3]([CH3:5])[CH3:4].BrBr.NC(N)=S.[CH:13]([C:16]1[N:17]=[C:18]([NH:21][C:22](=[O:27])[C:23]([F:26])([F:25])[F:24])[S:19]C=1)([CH3:15])[CH3:14].ClC[C:30]1[C:39]2[C:34](=CC=C[CH:38]=2)[CH:33]=[CH:32][CH:31]=1, predict the reaction product. The product is: [F:26][C:23]([F:24])([F:25])[C:22](/[N:21]=[C:18]1\[S:19][C:2]([CH:3]([CH3:5])[CH3:4])=[CH:1][N:17]\1[CH2:16][C:13]1[C:14]2[C:30](=[CH:31][CH:32]=[CH:33][CH:34]=2)[CH:39]=[CH:38][CH:15]=1)=[O:27]. (2) Given the reactants [CH2:1]([CH:3]1[CH2:16][C:15]2[S:14][C:13]3[C:8](=[CH:9][CH:10]=[C:11]([C:17]4[NH:21][N:20]=[N:19][N:18]=4)[CH:12]=3)[C:7](=[O:22])[C:6]=2[CH2:5][CH2:4]1)[CH3:2].[C:23](=O)([O-])[O-].[Cs+].[Cs+].IC, predict the reaction product. The product is: [CH2:1]([CH:3]1[CH2:16][C:15]2[S:14][C:13]3[C:8](=[CH:9][CH:10]=[C:11]([C:17]4[N:21]=[N:20][N:19]([CH3:23])[N:18]=4)[CH:12]=3)[C:7](=[O:22])[C:6]=2[CH2:5][CH2:4]1)[CH3:2]. (3) The product is: [Br:1][C:2]1[CH:11]=[CH:10][CH:9]=[C:8]2[C:3]=1[CH2:4][CH2:5][N:6]([CH:16]([C:18]1[CH:23]=[CH:22][C:21]([F:24])=[CH:20][CH:19]=1)[CH3:17])[C:7]2=[O:12]. Given the reactants [Br:1][C:2]1[CH:11]=[CH:10][CH:9]=[C:8]2[C:3]=1[CH2:4][CH2:5][NH:6][C:7]2=[O:12].[H-].[Na+].Br[CH:16]([C:18]1[CH:23]=[CH:22][C:21]([F:24])=[CH:20][CH:19]=1)[CH3:17].O, predict the reaction product. (4) Given the reactants [NH:1]1[C:5]2[CH:6]=[CH:7][CH:8]=[CH:9][C:4]=2[N:3]=[C:2]1[CH2:10][N:11]([CH3:22])[CH:12]1[C:21]2[N:20]=[CH:19][CH:18]=[CH:17][C:16]=2[CH2:15][CH2:14][CH2:13]1.Cl.Cl[CH2:25][CH2:26][N:27]1[CH2:32][CH2:31][O:30][CH2:29][CH2:28]1.CN(CC1N(CCN2CCCCC2)C2C=CC=CC=2N=1)C1C2N=CC=CC=2CCC1, predict the reaction product. The product is: [CH3:22][N:11]([CH2:10][C:2]1[N:3]([CH2:25][CH2:26][N:27]2[CH2:32][CH2:31][O:30][CH2:29][CH2:28]2)[C:4]2[CH:9]=[CH:8][CH:7]=[CH:6][C:5]=2[N:1]=1)[CH:12]1[C:21]2[N:20]=[CH:19][CH:18]=[CH:17][C:16]=2[CH2:15][CH2:14][CH2:13]1. (5) Given the reactants [CH2:1]([O:3][C:4]([C:6]1[N:7]([C:16]2[CH:21]=[CH:20][C:19]([O:22][CH:23]([CH3:25])[CH3:24])=[CH:18][CH:17]=2)[C:8]2[C:13]([CH:14]=1)=[CH:12][CH:11]=[C:10]([OH:15])[CH:9]=2)=[O:5])[CH3:2].[F:26][C:27]([F:39])([F:38])[O:28][C:29]1[CH:34]=[CH:33][C:32](B(O)O)=[CH:31][CH:30]=1, predict the reaction product. The product is: [CH2:1]([O:3][C:4]([C:6]1[N:7]([C:16]2[CH:21]=[CH:20][C:19]([O:22][CH:23]([CH3:24])[CH3:25])=[CH:18][CH:17]=2)[C:8]2[C:13]([CH:14]=1)=[CH:12][CH:11]=[C:10]([O:15][C:32]1[CH:31]=[CH:30][C:29]([O:28][C:27]([F:26])([F:38])[F:39])=[CH:34][CH:33]=1)[CH:9]=2)=[O:5])[CH3:2]. (6) Given the reactants [Cl:1][C:2]1[CH:3]=[C:4]([CH:9]([OH:16])[C:10](=[CH2:15])[C:11]([O:13][CH3:14])=[O:12])[CH:5]=[CH:6][C:7]=1[Cl:8].C(N(CC)CC)C.[CH2:24]([NH2:31])[C:25]1[CH:30]=[CH:29][CH:28]=[CH:27][CH:26]=1, predict the reaction product. The product is: [CH2:24]([NH:31][CH2:15][CH:10]([CH:9]([C:4]1[CH:5]=[CH:6][C:7]([Cl:8])=[C:2]([Cl:1])[CH:3]=1)[OH:16])[C:11]([O:13][CH3:14])=[O:12])[C:25]1[CH:30]=[CH:29][CH:28]=[CH:27][CH:26]=1. (7) Given the reactants [C:1]([C:3]1[C:4]([N:16]2[CH2:19][CH:18]([C:20](O)=[O:21])[CH2:17]2)=[N:5][C:6]([O:14][CH3:15])=[C:7]([C:9]([O:11][CH2:12][CH3:13])=[O:10])[CH:8]=1)#[N:2].[Cl:23][C:24]1[CH:29]=[CH:28][C:27]([CH2:30][S:31]([NH2:34])(=[O:33])=[O:32])=[CH:26][CH:25]=1, predict the reaction product. The product is: [Cl:23][C:24]1[CH:29]=[CH:28][C:27]([CH2:30][S:31]([NH:34][C:20]([CH:18]2[CH2:17][N:16]([C:4]3[C:3]([C:1]#[N:2])=[CH:8][C:7]([C:9]([O:11][CH2:12][CH3:13])=[O:10])=[C:6]([O:14][CH3:15])[N:5]=3)[CH2:19]2)=[O:21])(=[O:32])=[O:33])=[CH:26][CH:25]=1. (8) Given the reactants [Cl:1][C:2]1[CH:7]=[CH:6][C:5]([N:8]2[C:16]([CH:17]([CH:21]3[CH2:26][CH2:25][CH2:24][CH2:23][CH2:22]3)[C:18](O)=[O:19])=[C:15]3[C:10]([CH:11]=[CH:12][CH:13]=[CH:14]3)=[N:9]2)=[CH:4][CH:3]=1.S(Cl)(Cl)=O.[NH2:31][C@H:32]1[CH2:37][CH2:36][C@H:35]([OH:38])[CH2:34][CH2:33]1, predict the reaction product. The product is: [Cl:1][C:2]1[CH:3]=[CH:4][C:5]([N:8]2[C:16]([CH:17]([CH:21]3[CH2:26][CH2:25][CH2:24][CH2:23][CH2:22]3)[C:18]([NH:31][C@H:32]3[CH2:37][CH2:36][C@H:35]([OH:38])[CH2:34][CH2:33]3)=[O:19])=[C:15]3[C:10]([CH:11]=[CH:12][CH:13]=[CH:14]3)=[N:9]2)=[CH:6][CH:7]=1. (9) Given the reactants [N+:1]([C:4]1[CH:9]=[CH:8][CH:7]=[CH:6][C:5]=1[CH2:10][C:11]([OH:13])=O)([O-:3])=[O:2].[NH2:14][CH:15]1[CH2:20][CH2:19][N:18]([CH2:21][C:22]2[CH:27]=[CH:26][CH:25]=[CH:24][CH:23]=2)[CH2:17][CH2:16]1.ON1C2C=CC=CC=2N=N1.CN(C)CCCN=C=NCC.C(N(CC)CC)C, predict the reaction product. The product is: [CH2:21]([N:18]1[CH2:19][CH2:20][CH:15]([NH:14][C:11](=[O:13])[CH2:10][C:5]2[CH:6]=[CH:7][CH:8]=[CH:9][C:4]=2[N+:1]([O-:3])=[O:2])[CH2:16][CH2:17]1)[C:22]1[CH:23]=[CH:24][CH:25]=[CH:26][CH:27]=1. (10) The product is: [CH2:26]([N:33]([CH2:34][CH3:35])[C:23](=[O:24])[CH2:22][N:14]([S:11]([C:8]1[CH:9]=[CH:10][C:5]([C:1]([CH3:3])([CH3:2])[CH3:4])=[CH:6][CH:7]=1)(=[O:12])=[O:13])[C:15]1[CH:16]=[N:17][C:18]([CH3:21])=[CH:19][CH:20]=1)[C:27]1[CH:32]=[CH:31][CH:30]=[CH:29][CH:28]=1. Given the reactants [C:1]([C:5]1[CH:10]=[CH:9][C:8]([S:11]([N:14]([CH2:22][C:23](O)=[O:24])[C:15]2[CH:16]=[N:17][C:18]([CH3:21])=[CH:19][CH:20]=2)(=[O:13])=[O:12])=[CH:7][CH:6]=1)([CH3:4])([CH3:3])[CH3:2].[CH2:26]([NH:33][CH2:34][CH3:35])[C:27]1[CH:32]=[CH:31][CH:30]=[CH:29][CH:28]=1, predict the reaction product.